Dataset: Catalyst prediction with 721,799 reactions and 888 catalyst types from USPTO. Task: Predict which catalyst facilitates the given reaction. (1) Reactant: [F:1][C:2]1[CH:3]=[C:4]([C:11]2[CH:16]=[CH:15][C:14]([O:17][CH2:18][CH:19]3[CH2:24][CH2:23][N:22]([CH2:25][C:26]([F:29])([CH3:28])[CH3:27])[CH2:21][CH2:20]3)=[CH:13][CH:12]=2)[CH:5]=[CH:6][C:7]=1[C:8](O)=[O:9].[NH:30]1[CH2:34][CH2:33][C@H:32]([OH:35])[CH2:31]1.C1CN([P+](ON2N=NC3C=CC=CC2=3)(N2CCCC2)N2CCCC2)CC1.F[P-](F)(F)(F)(F)F.CCN(C(C)C)C(C)C. Product: [F:1][C:2]1[CH:3]=[C:4]([C:11]2[CH:16]=[CH:15][C:14]([O:17][CH2:18][CH:19]3[CH2:20][CH2:21][N:22]([CH2:25][C:26]([F:29])([CH3:27])[CH3:28])[CH2:23][CH2:24]3)=[CH:13][CH:12]=2)[CH:5]=[CH:6][C:7]=1[C:8]([N:30]1[CH2:34][CH2:33][C@H:32]([OH:35])[CH2:31]1)=[O:9]. The catalyst class is: 34. (2) Reactant: [Cr](O[Cr]([O-])(=O)=O)([O-])(=O)=O.[K+].[K+].O.S(=O)(=O)(O)O.[Cl:18][CH2:19][CH2:20][CH2:21][O:22][C:23]1[CH:28]=[CH:27][C:26]([CH:29]([OH:31])[CH3:30])=[CH:25][C:24]=1[O:32][CH3:33]. Product: [Cl:18][CH2:19][CH2:20][CH2:21][O:22][C:23]1[CH:28]=[CH:27][C:26]([C:29](=[O:31])[CH3:30])=[CH:25][C:24]=1[O:32][CH3:33]. The catalyst class is: 28. (3) Reactant: [F:1][C:2]1[C:3]([NH:40]C(=O)C(F)(F)F)=[C:4]([CH:10]=[C:11]([C:13]2[CH:14]=[C:15]3[C:21]([C:22]4[CH:27]=[CH:26][CH:25]=[CH:24][C:23]=4[O:28][CH3:29])=[CH:20][N:19](S(C4C=CC(C)=CC=4)(=O)=O)[C:16]3=[N:17][CH:18]=2)[CH:12]=1)[C:5]([N:7]([CH3:9])[CH3:8])=[O:6].Br[CH2:48][C:49]([NH:51][CH:52]([CH3:54])[CH3:53])=[O:50].C(=O)([O-])[O-].[K+].[K+].[I-].[Na+]. Product: [F:1][C:2]1[C:3]([NH:40][CH2:48][C:49](=[O:50])[NH:51][CH:52]([CH3:54])[CH3:53])=[C:4]([CH:10]=[C:11]([C:13]2[CH:14]=[C:15]3[C:21]([C:22]4[CH:27]=[CH:26][CH:25]=[CH:24][C:23]=4[O:28][CH3:29])=[CH:20][NH:19][C:16]3=[N:17][CH:18]=2)[CH:12]=1)[C:5]([N:7]([CH3:9])[CH3:8])=[O:6]. The catalyst class is: 9. (4) Reactant: [F:1][C:2]1[CH:3]=[CH:4][C:5]([N+:9]([O-:11])=[O:10])=[C:6]([OH:8])[CH:7]=1.IC.[C:14](=O)([O-])[O-].[Cs+].[Cs+].O. Product: [CH3:14][O:8][C:6]1[CH:7]=[C:2]([F:1])[CH:3]=[CH:4][C:5]=1[N+:9]([O-:11])=[O:10]. The catalyst class is: 3. (5) Reactant: [C:1]([O:5][C:6]([N:8]1[CH2:12][C@H:11]([C:13]2[CH:18]=[CH:17][CH:16]=[CH:15][CH:14]=2)[C@@H:10](C=O)[CH2:9]1)=[O:7])([CH3:4])([CH3:3])[CH3:2].C(O[BH-](OC(=O)C)OC(=O)C)(=O)C.[Na+]. Product: [C:1]([O:5][C:6]([N:8]1[CH2:12][CH:11]([C:13]2[CH:18]=[CH:17][CH:16]=[CH:15][CH:14]=2)[CH2:10][CH2:9]1)=[O:7])([CH3:4])([CH3:2])[CH3:3]. The catalyst class is: 279.